From a dataset of Reaction yield outcomes from USPTO patents with 853,638 reactions. Predict the reaction yield, written as a fraction of the theoretical maximum amount of product (1.0 means a 100% yield; for example, 0.34 means a 34% yield). (1) The reactants are CO[C:3](=[O:31])[C:4]1[CH:9]=[CH:8][C:7]([N:10]2[CH:14]=[C:13]([C:15]3[C:16]([C:24]4[CH:29]=[CH:28][C:27]([F:30])=[CH:26][CH:25]=4)=[N:17][O:18][C:19]=3[C:20]([F:23])([F:22])[F:21])[N:12]=[CH:11]2)=[N:6][CH:5]=1.[NH2:32][CH:33]1[CH2:38][CH2:37][O:36][CH2:35][CH2:34]1. No catalyst specified. The product is [F:30][C:27]1[CH:26]=[CH:25][C:24]([C:16]2[C:15]([C:13]3[N:12]=[CH:11][N:10]([C:7]4[CH:8]=[CH:9][C:4]([C:3]([NH:32][CH:33]5[CH2:38][CH2:37][O:36][CH2:35][CH2:34]5)=[O:31])=[CH:5][N:6]=4)[CH:14]=3)=[C:19]([C:20]([F:22])([F:21])[F:23])[O:18][N:17]=2)=[CH:29][CH:28]=1. The yield is 0.990. (2) The reactants are CS(O)(=O)=O.O=P12OP3(OP(OP(O3)(O1)=O)(=O)O2)=O.[C:20]([OH:24])(=O)[CH:21]=[CH2:22].[NH2:25][C:26]1[CH:31]=[C:30]([Br:32])[CH:29]=[CH:28][C:27]=1O.[OH-].[Na+]. The catalyst is O.ClCCl.C(OCC)C. The product is [Br:32][C:30]1[CH:29]=[CH:28][C:27]2[O:24][C:20]([CH:21]=[CH2:22])=[N:25][C:26]=2[CH:31]=1. The yield is 0.450. (3) The reactants are [F:1][C:2]1[CH:8]=[CH:7][C:6]([F:9])=[CH:5][C:3]=1[NH2:4].Br[CH:11]([C:17]1[CH:22]=[CH:21][CH:20]=[CH:19][CH:18]=1)[C:12]([O:14][CH2:15][CH3:16])=[O:13].CCN(C(C)C)C(C)C. The catalyst is C(#N)C. The product is [F:1][C:2]1[CH:8]=[CH:7][C:6]([F:9])=[CH:5][C:3]=1[NH:4][CH:11]([C:17]1[CH:22]=[CH:21][CH:20]=[CH:19][CH:18]=1)[C:12]([O:14][CH2:15][CH3:16])=[O:13]. The yield is 0.670. (4) The reactants are [CH:1]1[C:10]2[C:5](=[CH:6][CH:7]=[CH:8][CH:9]=2)[CH:4]=[C:3]([C:11]2[NH:15][C:14]3[CH:16]=[CH:17][C:18]([C:20]([OH:22])=O)=[CH:19][C:13]=3[N:12]=2)[N:2]=1.CN(C(ON1N=NC2C=CC=CC1=2)=[N+](C)C)C.F[P-](F)(F)(F)(F)F.Cl.[NH:48]1[CH:52]=[CH:51][N:50]=[C:49]1[NH:53][C:54]([C:56]1([NH2:61])[CH2:60][CH2:59][CH2:58][CH2:57]1)=[O:55]. No catalyst specified. The product is [NH:48]1[CH:52]=[CH:51][N:50]=[C:49]1[NH:53][C:54]([C:56]1([NH:61][C:20]([C:18]2[CH:17]=[CH:16][C:14]3[NH:15][C:11]([C:3]4[N:2]=[CH:1][C:10]5[C:5]([CH:4]=4)=[CH:6][CH:7]=[CH:8][CH:9]=5)=[N:12][C:13]=3[CH:19]=2)=[O:22])[CH2:60][CH2:59][CH2:58][CH2:57]1)=[O:55]. The yield is 0.100. (5) The reactants are [CH3:1][O:2][CH2:3][CH2:4][N:5]1[CH2:15][CH:14]2[CH2:16][CH:7]([C:8]3[C:13]2=[CH:12][C:11]([NH2:17])=[CH:10][CH:9]=3)[CH2:6]1.Cl[C:19]1[N:24]=[C:23]([NH:25][C:26]2[CH:31]=[CH:30][CH:29]=[CH:28][C:27]=2[S:32]([NH:35][CH3:36])(=[O:34])=[O:33])[C:22]([Cl:37])=[CH:21][N:20]=1.Cl.O1CCOCC1.[Na]. The catalyst is O. The product is [Cl:37][C:22]1[C:23]([NH:25][C:26]2[CH:31]=[CH:30][CH:29]=[CH:28][C:27]=2[S:32]([NH:35][CH3:36])(=[O:34])=[O:33])=[N:24][C:19]([NH:17][C:11]2[CH:12]=[C:13]3[C:8](=[CH:9][CH:10]=2)[CH:7]2[CH2:16][CH:14]3[CH2:15][N:5]([CH2:4][CH2:3][O:2][CH3:1])[CH2:6]2)=[N:20][CH:21]=1. The yield is 0.430. (6) The reactants are [NH2:1][C:2]1[N:7]2[N:8]=[C:9]([C:11]3[O:12][CH:13]=[CH:14][CH:15]=3)[N:10]=[C:6]2[CH:5]=[C:4]([C:16]2[CH2:17][CH2:18][N:19]([CH2:22][C:23](OCC)=[O:24])[CH2:20][CH:21]=2)[N:3]=1.CCCCCC.[H-].C([Al+]C(C)C)(C)C.[C@H](O)(C([O-])=O)[C@@H](O)C([O-])=O.[Na+].[K+].[BH4-].[Na+]. The catalyst is C1COCC1.C(Cl)(Cl)Cl. The product is [NH2:1][C:2]1[N:7]2[N:8]=[C:9]([C:11]3[O:12][CH:13]=[CH:14][CH:15]=3)[N:10]=[C:6]2[CH:5]=[C:4]([C:16]2[CH2:17][CH2:18][N:19]([CH2:22][CH2:23][OH:24])[CH2:20][CH:21]=2)[N:3]=1. The yield is 0.550. (7) The reactants are [Li+].CC([N-]C(C)C)C.[CH3:9][O:10][C:11]1[CH:16]=[CH:15][C:14]([CH:17]([CH2:23][C:24]([O:26][CH3:27])=[O:25])[CH2:18][C:19]([O:21][CH3:22])=[O:20])=[CH:13][CH:12]=1.[NH4+].[Cl-]. The catalyst is C1COCC1. The product is [CH3:9][O:10][C:11]1[CH:12]=[CH:13][C:14]([CH:17]2[CH:23]([C:24]([O:26][CH3:27])=[O:25])[CH:18]2[C:19]([O:21][CH3:22])=[O:20])=[CH:15][CH:16]=1. The yield is 0.440.